From a dataset of Reaction yield outcomes from USPTO patents with 853,638 reactions. Predict the reaction yield, written as a fraction of the theoretical maximum amount of product (1.0 means a 100% yield; for example, 0.34 means a 34% yield). (1) The reactants are [Br:1][C:2]1[C:3]([CH3:23])=[C:4]([CH3:22])[C:5]2[O:9][C:8](=[O:10])[C:7]([C:12]3[CH:17]=[CH:16][C:15]([CH:18]([CH3:20])[CH3:19])=[CH:14][CH:13]=3)([CH3:11])[C:6]=2[CH:21]=1. The catalyst is C(OCC)(=O)C.CCCCCC. The product is [Br:1][C:2]1[CH:21]=[C:6]([C:7]([C:12]2[CH:13]=[CH:14][C:15]([CH:18]([CH3:20])[CH3:19])=[CH:16][CH:17]=2)([CH3:11])[CH2:8][OH:10])[C:5]([OH:9])=[C:4]([CH3:22])[C:3]=1[CH3:23]. The yield is 0.830. (2) The reactants are Br[C:2]1[CH:7]=[C:6]([Cl:8])[CH:5]=[CH:4][C:3]=1[CH3:9].[Li]CCCC.CN([CH:18]=[O:19])C. The catalyst is C1COCC1. The product is [Cl:8][C:6]1[CH:5]=[CH:4][C:3]([CH3:9])=[C:2]([CH:7]=1)[CH:18]=[O:19]. The yield is 0.690.